Dataset: Reaction yield outcomes from USPTO patents with 853,638 reactions. Task: Predict the reaction yield, written as a fraction of the theoretical maximum amount of product (1.0 means a 100% yield; for example, 0.34 means a 34% yield). (1) The reactants are [Cl:1][C:2]1[CH:7]=[CH:6][CH:5]=[CH:4][C:3]=1[C:8]1[C:12]([C:13]2[N:17]=[CH:16][N:15]([CH2:18][O:19][CH2:20][CH2:21][Si:22]([CH3:25])([CH3:24])[CH3:23])[N:14]=2)=[CH:11][N:10]([C:26]2[CH:31]=[CH:30][N:29]=[C:28]([NH:32][C:33](=[O:35])[CH3:34])[CH:27]=2)[N:9]=1.C1C(=O)N([Br:43])C(=O)C1. The catalyst is CN(C=O)C.CCOC(C)=O. The product is [Br:43][C:31]1[C:26]([N:10]2[CH:11]=[C:12]([C:13]3[N:17]=[CH:16][N:15]([CH2:18][O:19][CH2:20][CH2:21][Si:22]([CH3:23])([CH3:24])[CH3:25])[N:14]=3)[C:8]([C:3]3[CH:4]=[CH:5][CH:6]=[CH:7][C:2]=3[Cl:1])=[N:9]2)=[CH:27][C:28]([NH:32][C:33](=[O:35])[CH3:34])=[N:29][CH:30]=1. The yield is 0.810. (2) The yield is 0.640. The reactants are [F:1][C:2]1([F:18])[CH2:4][CH:3]1[CH:5]1[C:14]2[C:9](=[CH:10][CH:11]=[CH:12][CH:13]=2)[N:8]([CH2:15][CH2:16][NH2:17])[CH2:7][CH2:6]1.C=O.[C:21](O)(C(F)(F)F)=O.[OH-].[Na+]. The product is [F:18][C:2]1([F:1])[CH2:4][CH:3]1[CH:5]1[C:14]2[C:9]3=[C:10]([CH2:21][NH:17][CH2:16][CH2:15][N:8]3[CH2:7][CH2:6]1)[CH:11]=[CH:12][CH:13]=2. The catalyst is C(O)C. (3) The reactants are [Cl:1][C:2]1[N:7]=[C:6](Cl)[C:5]([CH3:9])=[CH:4][N:3]=1.C([O-])([O-])=O.[Na+].[Na+].[NH:16]1[C:24]2[C:19](=[CH:20][C:21]([NH2:25])=[CH:22][CH:23]=2)[CH:18]=[N:17]1. The catalyst is CCO. The product is [Cl:1][C:2]1[N:7]=[C:6]([NH:25][C:21]2[CH:20]=[C:19]3[C:24](=[CH:23][CH:22]=2)[NH:16][N:17]=[CH:18]3)[C:5]([CH3:9])=[CH:4][N:3]=1. The yield is 0.250. (4) The reactants are CC1C=CC(S(O[CH2:12][CH:13]2[CH2:17][C:16]3[CH:18]=[CH:19][CH:20]=[C:21]([C:22]4[CH:27]=[CH:26][C:25]([Cl:28])=[CH:24][CH:23]=4)[C:15]=3[O:14]2)(=O)=O)=CC=1.[N-:29]=[N+]=[N-].[Na+].N(CC1CC2C=CC=C(C3C=CC(F)=CC=3)C=2O1)=[N+]=[N-].[N-]=[N+]=[N-]. The catalyst is [Pt]. The product is [Cl:28][C:25]1[CH:26]=[CH:27][C:22]([C:21]2[C:15]3[O:14][CH:13]([CH2:12][NH2:29])[CH2:17][C:16]=3[CH:18]=[CH:19][CH:20]=2)=[CH:23][CH:24]=1. The yield is 0.690. (5) The reactants are [SH:1][C:2]1[CH:14]=[CH:13][CH:12]=[CH:11][C:3]=1[C:4]([NH:6][C:7](=[O:10])[CH2:8][NH2:9])=[O:5].Cl[C:16]([O:18][CH2:19][CH2:20][Br:21])=[O:17]. The catalyst is CN(C)C(=O)C. The product is [Br:21][CH2:20][CH2:19][O:18][C:16]([S:1][C:2]1[CH:14]=[CH:13][CH:12]=[CH:11][C:3]=1[C:4]([NH:6][C:7](=[O:10])[CH2:8][NH2:9])=[O:5])=[O:17]. The yield is 0.890. (6) The reactants are [NH2:1][N:2]1[C:6]([CH2:7][NH:8]C(=O)OC(C)(C)C)=[CH:5][C:4]([C:16]([F:19])([F:18])[F:17])=[N:3]1.[N:20]1[CH:25]=[CH:24][CH:23]=[CH:22][C:21]=1[CH:26]=O.C(O)(=O)C.C(OCC)(=O)C.CCCCCC. The catalyst is CO. The product is [NH2:8][CH2:7][C:6]1[N:2]([NH:1][CH2:26][C:21]2[CH:22]=[CH:23][CH:24]=[CH:25][N:20]=2)[N:3]=[C:4]([C:16]([F:17])([F:18])[F:19])[CH:5]=1. The yield is 0.760. (7) The reactants are [F:1][C:2]1[CH:7]=[C:6]([C:8]([F:11])([F:10])[F:9])[CH:5]=[CH:4][C:3]=1[C:12](Cl)=[O:13].[NH2:15][C:16]1[N:21]=[CH:20][N:19]=[C:18]2[N:22]([CH:34]3[CH2:39][CH2:38][N:37]([C:40]([O:42][C:43]([CH3:46])([CH3:45])[CH3:44])=[O:41])[CH2:36][CH2:35]3)[N:23]=[C:24]([C:25]3[CH:30]=[CH:29][C:28]([NH2:31])=[C:27]([O:32][CH3:33])[CH:26]=3)[C:17]=12. The catalyst is ClCCl.N1C=CC=CC=1. The product is [NH2:15][C:16]1[N:21]=[CH:20][N:19]=[C:18]2[N:22]([CH:34]3[CH2:35][CH2:36][N:37]([C:40]([O:42][C:43]([CH3:46])([CH3:45])[CH3:44])=[O:41])[CH2:38][CH2:39]3)[N:23]=[C:24]([C:25]3[CH:30]=[CH:29][C:28]([NH:31][C:12](=[O:13])[C:3]4[CH:4]=[CH:5][C:6]([C:8]([F:11])([F:10])[F:9])=[CH:7][C:2]=4[F:1])=[C:27]([O:32][CH3:33])[CH:26]=3)[C:17]=12. The yield is 0.890. (8) The reactants are [CH2:1]([O:3][C:4](=[O:14])[NH:5][C:6]1[C:11](I)=[CH:10][CH:9]=[C:8]([F:13])[N:7]=1)[CH3:2].[C:15]([Si:17]([CH3:20])([CH3:19])[CH3:18])#[CH:16].C(N(CC)CC)C.C(OCC)(=O)C. The catalyst is Cl[Pd](Cl)([P](C1C=CC=CC=1)(C1C=CC=CC=1)C1C=CC=CC=1)[P](C1C=CC=CC=1)(C1C=CC=CC=1)C1C=CC=CC=1.O. The product is [CH2:1]([O:3][C:4](=[O:14])[NH:5][C:6]1[C:11]([C:16]#[C:15][Si:17]([CH3:20])([CH3:19])[CH3:18])=[CH:10][CH:9]=[C:8]([F:13])[N:7]=1)[CH3:2]. The yield is 0.420. (9) The reactants are O[C@H:2]1[C@H:9]2[C@H](O[C:7]([CH3:11])(C)[O:8]2)O[C@H]1C(O)=O.C[N:16]([C:18]([O:22]N1N=NC2C=CC=CC1=2)=[N+:19](C)C)C.[B-](F)(F)(F)F.CN1CCOCC1.N1CCOCC1. The catalyst is C1COCC1. The product is [N:16]1([C:18]([NH2:19])=[O:22])[CH2:11][CH2:7][O:8][CH2:9][CH2:2]1. The yield is 0.640. (10) The reactants are [C:1]1(B(O)O)[CH:6]=[CH:5][CH:4]=[CH:3][CH:2]=1.Br[C:11]1[CH:15]=[CH:14][O:13][CH:12]=1.[O-]P([O-])([O-])=O.[K+].[K+].[K+]. The catalyst is O1CCOCC1.O.C1C=CC([P]([Pd]([P](C2C=CC=CC=2)(C2C=CC=CC=2)C2C=CC=CC=2)([P](C2C=CC=CC=2)(C2C=CC=CC=2)C2C=CC=CC=2)[P](C2C=CC=CC=2)(C2C=CC=CC=2)C2C=CC=CC=2)(C2C=CC=CC=2)C2C=CC=CC=2)=CC=1. The product is [C:1]1([C:11]2[CH:15]=[CH:14][O:13][CH:12]=2)[CH:6]=[CH:5][CH:4]=[CH:3][CH:2]=1. The yield is 0.850.